From a dataset of Forward reaction prediction with 1.9M reactions from USPTO patents (1976-2016). Predict the product of the given reaction. Given the reactants [CH3:1][C:2]1([CH3:23])[CH:11]=[CH:10][C:9]2[C:4](=[C:5]([CH2:12][N:13]3[CH2:22][CH2:21][C:16]4([CH2:20][NH:19][CH2:18][CH2:17]4)[CH2:15][CH2:14]3)[CH:6]=[CH:7][CH:8]=2)[O:3]1.[C:24](O)(=[O:31])[C:25]1[CH:30]=[CH:29][N:28]=[CH:27][CH:26]=1.CCN=C=NCCCN(C)C.C1C=CC2N(O)N=NC=2C=1.CCN(CC)CC, predict the reaction product. The product is: [CH3:1][C:2]1([CH3:23])[CH:11]=[CH:10][C:9]2[C:4](=[C:5]([CH2:12][N:13]3[CH2:14][CH2:15][C:16]4([CH2:20][N:19]([C:24](=[O:31])[C:25]5[CH:30]=[CH:29][N:28]=[CH:27][CH:26]=5)[CH2:18][CH2:17]4)[CH2:21][CH2:22]3)[CH:6]=[CH:7][CH:8]=2)[O:3]1.